From a dataset of Catalyst prediction with 721,799 reactions and 888 catalyst types from USPTO. Predict which catalyst facilitates the given reaction. Reactant: F[C:2]1[CH:26]=[CH:25][C:5]([C:6]([NH:8][C:9]2[CH:24]=[CH:23][CH:22]=[CH:21][C:10]=2[C:11]([NH:13][C:14]2[CH:19]=[CH:18][C:17]([Cl:20])=[CH:16][N:15]=2)=[O:12])=[O:7])=[C:4]([O:27][CH:28]2[CH2:33][CH2:32][N:31]([C:34]([O:36][C:37]([CH3:40])([CH3:39])[CH3:38])=[O:35])[CH2:30][CH2:29]2)[CH:3]=1.[NH:41]1[CH2:46][CH2:45][O:44][CH2:43][CH2:42]1. Product: [N:41]1([C:2]2[CH:26]=[CH:25][C:5]([C:6]([NH:8][C:9]3[CH:24]=[CH:23][CH:22]=[CH:21][C:10]=3[C:11]([NH:13][C:14]3[CH:19]=[CH:18][C:17]([Cl:20])=[CH:16][N:15]=3)=[O:12])=[O:7])=[C:4]([O:27][CH:28]3[CH2:33][CH2:32][N:31]([C:34]([O:36][C:37]([CH3:40])([CH3:39])[CH3:38])=[O:35])[CH2:30][CH2:29]3)[CH:3]=2)[CH2:46][CH2:45][O:44][CH2:43][CH2:42]1. The catalyst class is: 2.